From a dataset of Full USPTO retrosynthesis dataset with 1.9M reactions from patents (1976-2016). Predict the reactants needed to synthesize the given product. Given the product [CH3:1][C:2]1([CH3:19])[C:10]2[C:5](=[CH:6][C:7]([C:11]3[CH:16]=[N:15][C:14]([CH3:17])=[N:13][CH:12]=3)=[CH:8][CH:9]=2)[N:4]([CH:21]2[CH2:25][CH2:24][O:23][CH2:22]2)[C:3]1=[O:18], predict the reactants needed to synthesize it. The reactants are: [CH3:1][C:2]1([CH3:19])[C:10]2[C:5](=[CH:6][C:7]([C:11]3[CH:12]=[N:13][C:14]([CH3:17])=[N:15][CH:16]=3)=[CH:8][CH:9]=2)[NH:4][C:3]1=[O:18].Cl[CH:21]1[CH2:25][CH2:24][O:23][CH2:22]1.C(=O)([O-])[O-].[Cs+].[Cs+].[H-].[Na+].